From a dataset of Peptide-MHC class I binding affinity with 185,985 pairs from IEDB/IMGT. Regression. Given a peptide amino acid sequence and an MHC pseudo amino acid sequence, predict their binding affinity value. This is MHC class I binding data. The peptide sequence is WTLETLPRV. The MHC is HLA-B08:01 with pseudo-sequence HLA-B08:01. The binding affinity (normalized) is 0.0847.